Predict the reactants needed to synthesize the given product. From a dataset of Full USPTO retrosynthesis dataset with 1.9M reactions from patents (1976-2016). (1) Given the product [CH:14]1([CH:8]([C:25]2[CH:24]=[CH:23][C:22]([N+:27]([O-:29])=[O:28])=[C:21]([F:20])[CH:26]=2)[C:9]([O:11][CH2:12][CH3:13])=[O:10])[CH2:19][CH2:18][CH2:17][CH2:16][CH2:15]1, predict the reactants needed to synthesize it. The reactants are: CC([O-])(C)C.[K+].Cl[CH:8]([CH:14]1[CH2:19][CH2:18][CH2:17][CH2:16][CH2:15]1)[C:9]([O:11][CH2:12][CH3:13])=[O:10].[F:20][C:21]1[CH:26]=[CH:25][CH:24]=[CH:23][C:22]=1[N+:27]([O-:29])=[O:28].Cl. (2) Given the product [F:1][C:2]1[C:3]([O:9][C@@H:10]2[CH2:14][CH2:13][NH:12][CH2:11]2)=[N:4][CH:5]=[C:6]([F:8])[CH:7]=1.[ClH:28], predict the reactants needed to synthesize it. The reactants are: [F:1][C:2]1[C:3]([O:9][C@@H:10]2[CH2:14][CH2:13][N:12](C(OC(C)(C)C)=O)[CH2:11]2)=[N:4][CH:5]=[C:6]([F:8])[CH:7]=1.O1CCOCC1.[ClH:28]. (3) Given the product [CH2:4]([C@@:11]12[CH2:16][CH2:15][C@:14]([OH:21])([C:17]([F:20])([F:19])[F:18])[CH2:13][C@H:12]1[CH2:22][O:23][C:40](=[O:41])[C:25]1[CH:26]=[C:27]([C:28]([NH:30][C:31]3[C:32]([CH3:37])=[N:33][CH:34]=[CH:35][CH:36]=3)=[O:29])[CH:38]=[CH:39][C:24]2=1)[C:5]1[CH:10]=[CH:9][CH:8]=[CH:7][CH:6]=1, predict the reactants needed to synthesize it. The reactants are: C(Cl)Cl.[CH2:4]([C@@:11]1([C:24]2[CH:39]=[CH:38][C:27]([C:28]([NH:30][C:31]3[C:32]([CH3:37])=[N:33][CH:34]=[CH:35][CH:36]=3)=[O:29])=[CH:26][C:25]=2[CH2:40][OH:41])[CH2:16][CH2:15][C@:14]([OH:21])([C:17]([F:20])([F:19])[F:18])[CH2:13][C@H:12]1[CH2:22][OH:23])[C:5]1[CH:10]=[CH:9][CH:8]=[CH:7][CH:6]=1. (4) Given the product [CH3:1][N:2]([CH3:9])[CH2:3]/[CH:4]=[CH:5]\[C:6]([OH:8])=[O:7], predict the reactants needed to synthesize it. The reactants are: [CH3:1][N:2]([CH3:9])[CH2:3][C:4]#[C:5][C:6]([OH:8])=[O:7].C(=O)([O-])[O-].[Ca+2]. (5) The reactants are: C(OP([CH2:9][C:10]([O:12][CH2:13][CH3:14])=[O:11])(OCC)=O)C.[H-].[Na+].[N+:17]([C:20]1[CH:27]=[CH:26][C:23]([CH:24]=O)=[C:22]([C:28]2[CH:33]=[CH:32][CH:31]=[CH:30][CH:29]=2)[CH:21]=1)([O-:19])=[O:18].O. Given the product [N+:17]([C:20]1[CH:27]=[CH:26][C:23](/[CH:24]=[CH:9]/[C:10]([O:12][CH2:13][CH3:14])=[O:11])=[C:22]([C:28]2[CH:33]=[CH:32][CH:31]=[CH:30][CH:29]=2)[CH:21]=1)([O-:19])=[O:18], predict the reactants needed to synthesize it. (6) Given the product [Cl:1][C:2]1[CH:3]=[C:4]([N:10]2[C:14]([CH3:15])=[C:13]([CH2:16][C:17]3[CH:25]=[CH:24][C:20]([C:21]([NH:33][NH:32][C:27](=[O:31])[C:28]([NH2:30])=[O:29])=[O:23])=[CH:19][CH:18]=3)[C:12]([CH3:26])=[N:11]2)[CH:5]=[CH:6][C:7]=1[C:8]#[N:9], predict the reactants needed to synthesize it. The reactants are: [Cl:1][C:2]1[CH:3]=[C:4]([N:10]2[C:14]([CH3:15])=[C:13]([CH2:16][C:17]3[CH:25]=[CH:24][C:20]([C:21]([OH:23])=O)=[CH:19][CH:18]=3)[C:12]([CH3:26])=[N:11]2)[CH:5]=[CH:6][C:7]=1[C:8]#[N:9].[C:27]([NH:32][NH2:33])(=[O:31])[C:28]([NH2:30])=[O:29].[Cl-].COC1N=C(OC)N=C([N+]2(C)CCOCC2)N=1. (7) Given the product [Br:13][C:14]1[CH:15]=[CH:16][C:17]([C:20]2[CH:25]=[CH:24][C:23]([C:9](=[O:11])[CH3:10])=[CH:22][CH:21]=2)=[CH:18][CH:19]=1, predict the reactants needed to synthesize it. The reactants are: [Cl-].[Al+3].[Cl-].[Cl-].ClCCCl.[C:9](Cl)(=[O:11])[CH3:10].[Br:13][C:14]1[CH:19]=[CH:18][C:17]([C:20]2[CH:25]=[CH:24][CH:23]=[CH:22][CH:21]=2)=[CH:16][CH:15]=1. (8) The reactants are: [Br:1][C:2]1[CH:3]=[C:4]2[C:9](=[CH:10][CH:11]=1)[CH:8]=[C:7]([S:12]([N:15]1[CH2:20][CH2:19][NH:18][CH2:17][CH2:16]1)(=[O:14])=[O:13])[CH:6]=[CH:5]2.Cl[C:22]1[CH:23]=[CH:24][C:25]2[N:26]([C:28]([C:31]([F:34])([F:33])[F:32])=[N:29][N:30]=2)[N:27]=1. Given the product [Br:1][C:2]1[CH:3]=[C:4]2[C:9](=[CH:10][CH:11]=1)[CH:8]=[C:7]([S:12]([N:15]1[CH2:16][CH2:17][N:18]([C:22]3[CH:23]=[CH:24][C:25]4[N:26]([C:28]([C:31]([F:32])([F:34])[F:33])=[N:29][N:30]=4)[N:27]=3)[CH2:19][CH2:20]1)(=[O:13])=[O:14])[CH:6]=[CH:5]2, predict the reactants needed to synthesize it. (9) Given the product [CH2:2]([N:9]1[C:17]2[C:12](=[CH:13][C:14]([NH:18][C:19]3[C:28]4[C:23](=[CH:24][C:25]([C:35]5[N:31]([CH3:30])[CH:32]=[N:33][CH:34]=5)=[CH:26][CH:27]=4)[N:22]=[CH:21][N:20]=3)=[CH:15][CH:16]=2)[CH:11]=[N:10]1)[C:3]1[CH:8]=[CH:7][CH:6]=[CH:5][CH:4]=1, predict the reactants needed to synthesize it. The reactants are: Cl.[CH2:2]([N:9]1[C:17]2[C:12](=[CH:13][C:14]([NH:18][C:19]3[C:28]4[C:23](=[CH:24][C:25](I)=[CH:26][CH:27]=4)[N:22]=[CH:21][N:20]=3)=[CH:15][CH:16]=2)[CH:11]=[N:10]1)[C:3]1[CH:8]=[CH:7][CH:6]=[CH:5][CH:4]=1.[CH3:30][N:31]1[C:35]([Sn](CCCC)(CCCC)CCCC)=[CH:34][N:33]=[CH:32]1.